Dataset: Peptide-MHC class I binding affinity with 185,985 pairs from IEDB/IMGT. Task: Regression. Given a peptide amino acid sequence and an MHC pseudo amino acid sequence, predict their binding affinity value. This is MHC class I binding data. The peptide sequence is DPLLPVRSW. The MHC is Mamu-B17 with pseudo-sequence Mamu-B17. The binding affinity (normalized) is 0.0226.